Dataset: Forward reaction prediction with 1.9M reactions from USPTO patents (1976-2016). Task: Predict the product of the given reaction. Given the reactants [CH:1]1([N:7]([CH2:27][CH:28](OC)[O:29]C)[C:8](=[O:26])[CH2:9][CH2:10][O:11][CH2:12][CH2:13][C:14]2[CH:19]=[CH:18][CH:17]=[C:16]([C:20]3[CH:21]=[N:22][N:23]([CH3:25])[CH:24]=3)[CH:15]=2)[CH2:6][CH2:5][CH2:4][CH2:3][CH2:2]1.O.C1(C)C=CC(S(O)(=O)=O)=CC=1.C(OCC)(=O)C.C(=O)([O-])O.[Na+], predict the reaction product. The product is: [CH:1]1([N:7]([CH2:27][CH:28]=[O:29])[C:8](=[O:26])[CH2:9][CH2:10][O:11][CH2:12][CH2:13][C:14]2[CH:19]=[CH:18][CH:17]=[C:16]([C:20]3[CH:21]=[N:22][N:23]([CH3:25])[CH:24]=3)[CH:15]=2)[CH2:6][CH2:5][CH2:4][CH2:3][CH2:2]1.